From a dataset of Forward reaction prediction with 1.9M reactions from USPTO patents (1976-2016). Predict the product of the given reaction. (1) Given the reactants [F:1][C@H:2]1[C@H:7]2[NH:8][C:9](=[S:11])[O:10][C@H:6]2[CH2:5][C@H:4]([CH2:12][OH:13])[C@H:3]1[OH:14].[CH3:15]I.[OH-].[Na+], predict the reaction product. The product is: [F:1][C@H:2]1[C@H:7]2[N:8]=[C:9]([S:11][CH3:15])[O:10][C@H:6]2[CH2:5][C@H:4]([CH2:12][OH:13])[C@H:3]1[OH:14]. (2) Given the reactants [F:1][C:2]1[CH:3]=[C:4]([CH2:9][C@H:10]([NH:25][S@:26]([C:28]([CH3:31])([CH3:30])[CH3:29])=[O:27])[C:11]2[C:16](C3C=CC(OC)=CC=3)=[CH:15][CH:14]=[CH:13][N:12]=2)[CH:5]=[C:6]([F:8])[CH:7]=1.[Br:32]C1C(C=N[S@](C(C)(C)C)=O)=NC=CC=1, predict the reaction product. The product is: [Br:32][C:16]1[C:11]([C@@H:10]([NH:25][S@:26]([C:28]([CH3:31])([CH3:30])[CH3:29])=[O:27])[CH2:9][C:4]2[CH:3]=[C:2]([F:1])[CH:7]=[C:6]([F:8])[CH:5]=2)=[N:12][CH:13]=[CH:14][CH:15]=1.